From a dataset of Ames mutagenicity test results for genotoxicity prediction. Regression/Classification. Given a drug SMILES string, predict its toxicity properties. Task type varies by dataset: regression for continuous values (e.g., LD50, hERG inhibition percentage) or binary classification for toxic/non-toxic outcomes (e.g., AMES mutagenicity, cardiotoxicity, hepatotoxicity). Dataset: ames. (1) The drug is CNC=O. The result is 0 (non-mutagenic). (2) The molecule is C[C@H]1CO1. The result is 1 (mutagenic). (3) The drug is NCCS. The result is 0 (non-mutagenic). (4) The compound is Cc1c2ccccc2c(C2CO2)c2ccccc12. The result is 1 (mutagenic). (5) The molecule is Clc1nncc2ccncc12. The result is 0 (non-mutagenic). (6) The drug is O=C(O)c1c(Br)c(Br)c(Br)c(Br)c1C(=O)O. The result is 0 (non-mutagenic).